This data is from Catalyst prediction with 721,799 reactions and 888 catalyst types from USPTO. The task is: Predict which catalyst facilitates the given reaction. (1) Reactant: [Cl:1][C:2]1[CH:3]=[C:4]2[C:8](=[CH:9][CH:10]=1)[N:7]([CH:11]([CH2:15][CH:16]1[CH2:20][CH2:19][CH2:18][CH2:17]1)[C:12](O)=[O:13])[C:6](=[O:21])[C:5]2=[O:22].[NH2:23][C:24]1[S:25][CH:26]=[CH:27][N:28]=1.C(N(C(C)C)CC)(C)C.F[P-](F)(F)(F)(F)F.N1(O[P+](N(C)C)(N(C)C)N(C)C)C2C=CC=CC=2N=N1. Product: [Cl:1][C:2]1[CH:3]=[C:4]2[C:8](=[CH:9][CH:10]=1)[N:7]([CH:11]([CH2:15][CH:16]1[CH2:20][CH2:19][CH2:18][CH2:17]1)[C:12]([NH:23][C:24]1[S:25][CH:26]=[CH:27][N:28]=1)=[O:13])[C:6](=[O:21])[C:5]2=[O:22]. The catalyst class is: 42. (2) Reactant: [C:1]1([C@H:7]2[C@@H:11]([C:12]3[CH:17]=[CH:16][CH:15]=[CH:14][CH:13]=3)[NH:10][C:9](=[S:18])[NH:8]2)[CH:6]=[CH:5][CH:4]=[CH:3][CH:2]=1.[CH:19]([C:22]1[CH:29]=[CH:28][C:25]([CH2:26][Cl:27])=[CH:24][CH:23]=1)([CH3:21])[CH3:20]. Product: [ClH:27].[CH:19]([C:22]1[CH:29]=[CH:28][C:25]([CH2:26][S:18][C:9]2[NH:8][C@H:7]([C:1]3[CH:2]=[CH:3][CH:4]=[CH:5][CH:6]=3)[C@H:11]([C:12]3[CH:13]=[CH:14][CH:15]=[CH:16][CH:17]=3)[N:10]=2)=[CH:24][CH:23]=1)([CH3:21])[CH3:20]. The catalyst class is: 14. (3) Reactant: [Cl:1][C:2]1[CH:3]=[CH:4][C:5]([O:8][C:9]2[CH:10]=[C:11]([C@H:15]3[CH2:19][C:18]4([CH2:24][CH2:23][N:22](C(OC(C)(C)C)=O)[CH2:21][CH2:20]4)[O:17][CH2:16]3)[CH:12]=[CH:13][CH:14]=2)=[N:6][CH:7]=1.Cl.O1CCOCC1. Product: [ClH:1].[Cl:1][C:2]1[CH:3]=[CH:4][C:5]([O:8][C:9]2[CH:10]=[C:11]([C@H:15]3[CH2:19][C:18]4([CH2:24][CH2:23][NH:22][CH2:21][CH2:20]4)[O:17][CH2:16]3)[CH:12]=[CH:13][CH:14]=2)=[N:6][CH:7]=1. The catalyst class is: 2. (4) Reactant: [OH:1][N:2]=[C:3]([C:13]1[N:17]([CH3:18])[N:16]=[N:15][N:14]=1)[C:4]1[CH:5]=[C:6]([CH:10]=[CH:11][CH:12]=1)[N:7]([CH3:9])[CH3:8].Br[CH2:20][C:21]1[N:26]=[C:25]([N:27]2[C:35](=[O:36])[C:34]3[C:29](=[CH:30][CH:31]=[CH:32][CH:33]=3)[C:28]2=[O:37])[CH:24]=[CH:23][CH:22]=1.C(=O)([O-])[O-].[Cs+].[Cs+].[I-].[K+]. Product: [CH3:8][N:7]([CH3:9])[C:6]1[CH:5]=[C:4]([C:3](=[N:2][O:1][CH2:20][C:21]2[N:26]=[C:25]([N:27]3[C:28](=[O:37])[C:29]4[C:34](=[CH:33][CH:32]=[CH:31][CH:30]=4)[C:35]3=[O:36])[CH:24]=[CH:23][CH:22]=2)[C:13]2[N:17]([CH3:18])[N:16]=[N:15][N:14]=2)[CH:12]=[CH:11][CH:10]=1. The catalyst class is: 10. (5) Reactant: O[Li].O.[CH:4]1([C@H:9]2[C:35](=[O:36])[N:34]3[CH2:37][C@@H:31]([CH2:32][C@H:33]3[C:38]([O:40]C)=[O:39])[O:30][C:29]3[C:20](=[N:21][C:22]4[C:27]([CH:28]=3)=[CH:26][CH:25]=[CH:24][CH:23]=4)[CH2:19][CH2:18][CH2:17][CH2:16][CH2:15][C@@H:14]3[CH2:42][CH2:43][CH2:44][C@H:13]3[O:12][C:11](=[O:45])[NH:10]2)[CH2:8][CH2:7][CH2:6][CH2:5]1.O. Product: [CH:4]1([C@H:9]2[C:35](=[O:36])[N:34]3[CH2:37][C@@H:31]([CH2:32][C@H:33]3[C:38]([OH:40])=[O:39])[O:30][C:29]3[C:20](=[N:21][C:22]4[C:27]([CH:28]=3)=[CH:26][CH:25]=[CH:24][CH:23]=4)[CH2:19][CH2:18][CH2:17][CH2:16][CH2:15][C@@H:14]3[CH2:42][CH2:43][CH2:44][C@H:13]3[O:12][C:11](=[O:45])[NH:10]2)[CH2:5][CH2:6][CH2:7][CH2:8]1. The catalyst class is: 1.